The task is: Predict which catalyst facilitates the given reaction.. This data is from Catalyst prediction with 721,799 reactions and 888 catalyst types from USPTO. (1) Reactant: [F:1][C:2]1([F:35])[O:7][C:6]2[CH:8]=[CH:9][C:10]([NH:12][C:13]([NH:15][C:16]3[CH:32]=[CH:31][C:19]([O:20][C:21]4[CH:26]=[CH:25][N:24]=[C:23]([C:27](OC)=[O:28])[CH:22]=4)=[CH:18][CH:17]=3)=[O:14])=[CH:11][C:5]=2[C:4]([F:34])([F:33])[O:3]1.[Cl-].[Mg+2].[Cl-].[NH2:39][CH2:40][CH2:41][CH2:42][N:43]1[CH:47]=[CH:46][N:45]=[CH:44]1. Product: [N:43]1([CH2:42][CH2:41][CH2:40][NH:39][C:27]([C:23]2[CH:22]=[C:21]([O:20][C:19]3[CH:18]=[CH:17][C:16]([NH:15][C:13]([NH:12][C:10]4[CH:9]=[CH:8][C:6]5[O:7][C:2]([F:1])([F:35])[O:3][C:4]([F:34])([F:33])[C:5]=5[CH:11]=4)=[O:14])=[CH:32][CH:31]=3)[CH:26]=[CH:25][N:24]=2)=[O:28])[CH:47]=[CH:46][N:45]=[CH:44]1. The catalyst class is: 1. (2) Product: [OH:4][C@H:5]1[C:9]2[N:10]=[CH:11][N:12]=[C:13]([N:14]3[CH2:19][CH2:18][N:17]([C:20]([O:22][C:23]([CH3:26])([CH3:25])[CH3:24])=[O:21])[CH2:16][C@@H:15]3[CH3:27])[C:8]=2[C@H:7]([CH3:28])[CH2:6]1. The catalyst class is: 1. Reactant: C([O:4][C@H:5]1[C:9]2[N:10]=[CH:11][N:12]=[C:13]([N:14]3[CH2:19][CH2:18][N:17]([C:20]([O:22][C:23]([CH3:26])([CH3:25])[CH3:24])=[O:21])[CH2:16][C@@H:15]3[CH3:27])[C:8]=2[C@H:7]([CH3:28])[CH2:6]1)(=O)C.[Li+].[OH-].